From a dataset of Full USPTO retrosynthesis dataset with 1.9M reactions from patents (1976-2016). Predict the reactants needed to synthesize the given product. (1) Given the product [OH:25][B:18]1[C:17]2[CH:26]=[C:13]([O:12][C:11]3[CH:28]=[CH:29][CH:30]=[C:9]([OH:8])[CH:10]=3)[CH:14]=[C:15]([CH3:27])[C:16]=2[CH:20]([CH2:21][C:22]([OH:24])=[O:23])[O:19]1, predict the reactants needed to synthesize it. The reactants are: C([O:8][C:9]1[CH:10]=[C:11]([CH:28]=[CH:29][CH:30]=1)[O:12][C:13]1[CH:14]=[C:15]([CH3:27])[C:16]2[CH:20]([CH2:21][C:22]([OH:24])=[O:23])[O:19][B:18]([OH:25])[C:17]=2[CH:26]=1)C1C=CC=CC=1. (2) Given the product [C:1]([CH2:14][C:13]([O:21][C:18]1[CH:19]=[CH:20][CH:15]=[CH:16][CH:17]=1)([C:22]1[CH:27]=[CH:26][C:25]([OH:28])=[CH:24][CH:23]=1)[C:15]1[CH:20]=[CH:19][C:18]([OH:21])=[CH:17][CH:16]=1)(=[O:4])[CH:2]=[CH2:3], predict the reactants needed to synthesize it. The reactants are: [C:1](Cl)(=[O:4])[CH:2]=[CH2:3].OC1C=CC([C:13]([C:22]2[CH:27]=[CH:26][C:25]([OH:28])=[CH:24][CH:23]=2)([C:15]2[CH:20]=[CH:19][C:18]([OH:21])=[CH:17][CH:16]=2)[CH3:14])=CC=1. (3) Given the product [Br:13][C:14]1[CH:19]=[C:18]([C:5]2([CH2:7][C:8]([O:10][CH2:11][CH3:12])=[O:9])[CH2:6][O:3][CH2:4]2)[CH:17]=[CH:16][CH:15]=1, predict the reactants needed to synthesize it. The reactants are: [OH-].[K+].[O:3]1[CH2:6][C:5](=[CH:7][C:8]([O:10][CH2:11][CH3:12])=[O:9])[CH2:4]1.[Br:13][C:14]1[CH:15]=[C:16](B(O)O)[CH:17]=[CH:18][CH:19]=1. (4) Given the product [CH:1]1([CH2:4][O:5][C:6]2[C:14]([C:15]3[C:23]4[CH:22]=[CH:21][NH:20][C:19](=[O:24])[C:18]=4[N:17]([CH3:26])[CH:16]=3)=[C:13]3[C:9]([CH:10]=[CH:11][NH:12]3)=[CH:8][CH:7]=2)[CH2:2][CH2:3]1, predict the reactants needed to synthesize it. The reactants are: [CH:1]1([CH2:4][O:5][C:6]2[C:14]([C:15]3[C:23]4[C:18](=[C:19]([O:24]C)[N:20]=[CH:21][CH:22]=4)[N:17]([CH3:26])[CH:16]=3)=[C:13]3[C:9]([CH:10]=[CH:11][NH:12]3)=[CH:8][CH:7]=2)[CH2:3][CH2:2]1.Cl.C(=O)(O)[O-].[Na+]. (5) Given the product [CH3:18][C:14]1[N:13]=[C:12]2[N:8]([C:3]3[CH:2]=[N:21][CH:6]=[CH:5][CH:4]=3)[N:9]=[CH:10][C:11]2=[C:16]([NH2:17])[N:15]=1, predict the reactants needed to synthesize it. The reactants are: F[C:2]1C=[CH:6][CH:5]=[CH:4][C:3]=1[N:8]1[C:12]2=[N:13][C:14]([CH3:18])=[N:15][C:16]([NH2:17])=[C:11]2[CH:10]=[N:9]1.CC1N=C2NN=CC2=C(N)[N:21]=1.IC1C=NC=CC=1.